This data is from NCI-60 drug combinations with 297,098 pairs across 59 cell lines. The task is: Regression. Given two drug SMILES strings and cell line genomic features, predict the synergy score measuring deviation from expected non-interaction effect. (1) Synergy scores: CSS=59.7, Synergy_ZIP=-1.10, Synergy_Bliss=1.13, Synergy_Loewe=-19.8, Synergy_HSA=-5.07. Cell line: HCT116. Drug 2: CC=C1C(=O)NC(C(=O)OC2CC(=O)NC(C(=O)NC(CSSCCC=C2)C(=O)N1)C(C)C)C(C)C. Drug 1: C1C(C(OC1N2C=C(C(=O)NC2=O)F)CO)O. (2) Drug 1: C1=CC(=CC=C1CC(C(=O)O)N)N(CCCl)CCCl.Cl. Drug 2: CCN(CC)CCCC(C)NC1=C2C=C(C=CC2=NC3=C1C=CC(=C3)Cl)OC. Cell line: SNB-19. Synergy scores: CSS=38.7, Synergy_ZIP=-0.236, Synergy_Bliss=6.75, Synergy_Loewe=3.44, Synergy_HSA=5.08. (3) Drug 1: COC1=NC(=NC2=C1N=CN2C3C(C(C(O3)CO)O)O)N. Drug 2: CS(=O)(=O)CCNCC1=CC=C(O1)C2=CC3=C(C=C2)N=CN=C3NC4=CC(=C(C=C4)OCC5=CC(=CC=C5)F)Cl. Cell line: EKVX. Synergy scores: CSS=7.29, Synergy_ZIP=-3.77, Synergy_Bliss=1.94, Synergy_Loewe=-7.80, Synergy_HSA=-0.787. (4) Drug 1: C1CN(CCN1C(=O)CCBr)C(=O)CCBr. Drug 2: CC1C(C(CC(O1)OC2CC(CC3=C2C(=C4C(=C3O)C(=O)C5=C(C4=O)C(=CC=C5)OC)O)(C(=O)CO)O)N)O.Cl. Cell line: MDA-MB-231. Synergy scores: CSS=28.1, Synergy_ZIP=-4.20, Synergy_Bliss=-7.45, Synergy_Loewe=-11.1, Synergy_HSA=-5.57. (5) Drug 1: CS(=O)(=O)C1=CC(=C(C=C1)C(=O)NC2=CC(=C(C=C2)Cl)C3=CC=CC=N3)Cl. Drug 2: C1=C(C(=O)NC(=O)N1)N(CCCl)CCCl. Cell line: EKVX. Synergy scores: CSS=8.34, Synergy_ZIP=-0.545, Synergy_Bliss=3.76, Synergy_Loewe=-3.18, Synergy_HSA=4.42. (6) Drug 1: CNC(=O)C1=CC=CC=C1SC2=CC3=C(C=C2)C(=NN3)C=CC4=CC=CC=N4. Drug 2: COCCOC1=C(C=C2C(=C1)C(=NC=N2)NC3=CC=CC(=C3)C#C)OCCOC.Cl. Cell line: DU-145. Synergy scores: CSS=13.5, Synergy_ZIP=-5.10, Synergy_Bliss=2.65, Synergy_Loewe=-5.14, Synergy_HSA=0.615.